This data is from Full USPTO retrosynthesis dataset with 1.9M reactions from patents (1976-2016). The task is: Predict the reactants needed to synthesize the given product. (1) Given the product [CH:1]1([C:4]2[N:8]=[C:7]([C:9]3[C:17]4[CH2:16][C:15]([CH3:18])([CH3:19])[O:14][CH2:13][C:12]=4[S:11][C:10]=3[NH:20][C:29]([C:21]3[CH2:25][CH2:24][CH2:23][C:22]=3[C:26]([OH:28])=[O:27])=[O:30])[O:6][N:5]=2)[CH2:3][CH2:2]1, predict the reactants needed to synthesize it. The reactants are: [CH:1]1([C:4]2[N:8]=[C:7]([C:9]3[C:17]4[CH2:16][C:15]([CH3:19])([CH3:18])[O:14][CH2:13][C:12]=4[S:11][C:10]=3[NH2:20])[O:6][N:5]=2)[CH2:3][CH2:2]1.[C:21]12[C:29](=[O:30])[O:28][C:26](=[O:27])[C:22]=1[CH2:23][CH2:24][CH2:25]2. (2) Given the product [C:8]1([C:6]2[CH:5]=[CH:4][N:3]=[C:2]([NH:14][C:15]3[CH:20]=[CH:19][CH:18]=[CH:17][N:16]=3)[CH:7]=2)[CH:13]=[CH:12][CH:11]=[CH:10][CH:9]=1, predict the reactants needed to synthesize it. The reactants are: Br[C:2]1[CH:7]=[C:6]([C:8]2[CH:13]=[CH:12][CH:11]=[CH:10][CH:9]=2)[CH:5]=[CH:4][N:3]=1.[NH2:14][C:15]1[CH:20]=[CH:19][CH:18]=[CH:17][N:16]=1.CC(C)([O-])C.[K+]. (3) Given the product [Cl:1][C:2]1[CH:3]=[CH:4][C:5]2[O:9][C:8]([CH2:10][OH:11])=[C:7]([CH3:13])[C:6]=2[C:14]=1[O:15][CH3:16], predict the reactants needed to synthesize it. The reactants are: [Cl:1][C:2]1[CH:3]=[CH:4][C:5]2[O:9][C:8]([C:10](O)=[O:11])=[C:7]([CH3:13])[C:6]=2[C:14]=1[O:15][CH3:16].B.C1COCC1. (4) Given the product [CH3:29][O:28][C:25]1[CH:26]=[C:27]2[C:22](=[CH:23][C:24]=1[O:30][CH3:31])[N:21]=[CH:20][CH:19]=[C:18]2[O:16][C:4]1[C:5]([C:9]2[CH:14]=[CH:13][C:12]([CH3:15])=[CH:11][N:10]=2)=[N:6][C:7]([CH3:8])=[C:2]([CH3:1])[CH:3]=1, predict the reactants needed to synthesize it. The reactants are: [CH3:1][C:2]1[CH:3]=[C:4]([OH:16])[C:5]([C:9]2[CH:14]=[CH:13][C:12]([CH3:15])=[CH:11][N:10]=2)=[N:6][C:7]=1[CH3:8].Cl[C:18]1[C:27]2[C:22](=[CH:23][C:24]([O:30][CH3:31])=[C:25]([O:28][CH3:29])[CH:26]=2)[N:21]=[CH:20][CH:19]=1.C(=O)([O-])[O-].[Cs+].[Cs+].[F-].[Cs+].